Dataset: Reaction yield outcomes from USPTO patents with 853,638 reactions. Task: Predict the reaction yield, written as a fraction of the theoretical maximum amount of product (1.0 means a 100% yield; for example, 0.34 means a 34% yield). (1) The reactants are [NH2:1][C:2]1[C:11]2[C:6](=[C:7](Br)[CH:8]=[CH:9][CH:10]=2)[N:5]=[N:4][C:3]=1[C:13]([NH:15][CH2:16][CH2:17][CH3:18])=[O:14].[Cl:19][C:20]1[C:25]([Cl:26])=[CH:24][CH:23]=[CH:22][C:21]=1B(O)O. No catalyst specified. The product is [NH2:1][C:2]1[C:11]2[C:6](=[C:7]([C:24]3[CH:23]=[CH:22][CH:21]=[C:20]([Cl:19])[C:25]=3[Cl:26])[CH:8]=[CH:9][CH:10]=2)[N:5]=[N:4][C:3]=1[C:13]([NH:15][CH2:16][CH2:17][CH3:18])=[O:14]. The yield is 0.831. (2) The reactants are [Br:1][C:2]1[CH:17]=[CH:16][C:5]2[C:6]3[N:7]=[C:8]([NH:14][NH2:15])[S:9][C:10]=3[CH2:11][CH2:12][O:13][C:4]=2[CH:3]=1.CN(C)/[CH:20]=[N:21]/[C:22](=O)[C:23]1[CH:28]=[CH:27][C:26]([F:29])=[CH:25][C:24]=1[F:30]. The catalyst is C(O)(=O)C. The product is [Br:1][C:2]1[CH:17]=[CH:16][C:5]2[C:6]3[N:7]=[C:8]([N:14]4[C:22]([C:23]5[CH:28]=[CH:27][C:26]([F:29])=[CH:25][C:24]=5[F:30])=[N:21][CH:20]=[N:15]4)[S:9][C:10]=3[CH2:11][CH2:12][O:13][C:4]=2[CH:3]=1. The yield is 0.650. (3) The reactants are [NH2:1][CH:2]([OH:24])[C@H:3]([CH3:23])[CH2:4][CH2:5][C:6]1[S:7][C:8]([C:11](=[O:22])[CH2:12][CH2:13][CH2:14][CH2:15][C:16]2[CH:21]=[CH:20][CH:19]=[CH:18][CH:17]=2)=[CH:9][CH:10]=1.[BH4-].[Na+].O.[C:28]([OH:33])(=[O:32])[C:29]([OH:31])=[O:30]. The catalyst is CO. The product is [C:28]([OH:33])(=[O:32])[C:29]([OH:31])=[O:30].[NH2:1][CH:2]([OH:24])[C@H:3]([CH3:23])[CH2:4][CH2:5][C:6]1[S:7][C:8]([CH:11]([OH:22])[CH2:12][CH2:13][CH2:14][CH2:15][C:16]2[CH:17]=[CH:18][CH:19]=[CH:20][CH:21]=2)=[CH:9][CH:10]=1. The yield is 0.580. (4) The reactants are [CH:1]([C:3]1[O:7][C:6](B(O)O)=[CH:5][CH:4]=1)=[O:2].P(OCC)(OCC)(O[CH2:14][C:15]1[CH:20]=[CH:19][CH:18]=[CH:17][CH:16]=1)=O.ClC1C=CC(CC2C=C(C=O)SC=2)=CC=1. No catalyst specified. The product is [CH2:14]([C:6]1[O:7][C:3]([CH:1]=[O:2])=[CH:4][CH:5]=1)[C:15]1[CH:20]=[CH:19][CH:18]=[CH:17][CH:16]=1. The yield is 0.650. (5) The reactants are [CH:1](=[O:5])[CH:2]([CH3:4])[CH3:3].[C:6](#[N:9])[CH:7]=[CH2:8].[OH-].[Na+]. The catalyst is O1CCOCC1.C1(C=CC(O)=CC=1)O. The product is [CH3:3][C:2]([CH3:4])([CH:1]=[O:5])[CH2:8][CH2:7][C:6]#[N:9]. The yield is 0.630.